From a dataset of NCI-60 drug combinations with 297,098 pairs across 59 cell lines. Regression. Given two drug SMILES strings and cell line genomic features, predict the synergy score measuring deviation from expected non-interaction effect. (1) Drug 1: CS(=O)(=O)C1=CC(=C(C=C1)C(=O)NC2=CC(=C(C=C2)Cl)C3=CC=CC=N3)Cl. Drug 2: C(CC(=O)O)C(=O)CN.Cl. Cell line: SK-MEL-2. Synergy scores: CSS=-1.34, Synergy_ZIP=-6.14, Synergy_Bliss=-7.33, Synergy_Loewe=-21.4, Synergy_HSA=-11.6. (2) Drug 1: CC12CCC3C(C1CCC2=O)CC(=C)C4=CC(=O)C=CC34C. Drug 2: CCCCCOC(=O)NC1=NC(=O)N(C=C1F)C2C(C(C(O2)C)O)O. Cell line: NCI-H460. Synergy scores: CSS=29.2, Synergy_ZIP=-0.0388, Synergy_Bliss=1.91, Synergy_Loewe=0.500, Synergy_HSA=3.32. (3) Drug 1: CCCCCOC(=O)NC1=NC(=O)N(C=C1F)C2C(C(C(O2)C)O)O. Drug 2: C(CCl)NC(=O)N(CCCl)N=O. Cell line: HL-60(TB). Synergy scores: CSS=10.1, Synergy_ZIP=-2.97, Synergy_Bliss=-0.647, Synergy_Loewe=1.29, Synergy_HSA=1.51. (4) Drug 1: CCN(CC)CCCC(C)NC1=C2C=C(C=CC2=NC3=C1C=CC(=C3)Cl)OC. Drug 2: CC1CCCC2(C(O2)CC(NC(=O)CC(C(C(=O)C(C1O)C)(C)C)O)C(=CC3=CSC(=N3)C)C)C. Cell line: OVCAR3. Synergy scores: CSS=69.2, Synergy_ZIP=2.94, Synergy_Bliss=2.84, Synergy_Loewe=-8.62, Synergy_HSA=0.571. (5) Drug 1: CC12CCC(CC1=CCC3C2CCC4(C3CC=C4C5=CN=CC=C5)C)O. Drug 2: CCC1(C2=C(COC1=O)C(=O)N3CC4=CC5=C(C=CC(=C5CN(C)C)O)N=C4C3=C2)O.Cl. Cell line: HCT-15. Synergy scores: CSS=30.5, Synergy_ZIP=3.08, Synergy_Bliss=5.09, Synergy_Loewe=-17.0, Synergy_HSA=3.66.